From a dataset of Forward reaction prediction with 1.9M reactions from USPTO patents (1976-2016). Predict the product of the given reaction. Given the reactants [NH:1]1[CH2:6][CH:5]=[C:4]([C:7]2[CH:12]=[CH:11][C:10]([NH:13][C:14]([N:16]3[CH2:24][C:23]4[CH:22]=[CH:21][N:20]=[CH:19][C:18]=4[CH2:17]3)=[O:15])=[CH:9][CH:8]=2)[CH2:3][CH2:2]1.[O:25]1[CH2:29][CH2:28][CH:27]([CH:30]=O)[CH2:26]1, predict the reaction product. The product is: [O:25]1[CH2:29][CH2:28][CH:27]([CH2:30][N:1]2[CH2:2][CH2:3][CH:4]([C:7]3[CH:12]=[CH:11][C:10]([NH:13][C:14]([N:16]4[CH2:24][C:23]5[CH:22]=[CH:21][N:20]=[CH:19][C:18]=5[CH2:17]4)=[O:15])=[CH:9][CH:8]=3)[CH2:5][CH2:6]2)[CH2:26]1.